Dataset: Full USPTO retrosynthesis dataset with 1.9M reactions from patents (1976-2016). Task: Predict the reactants needed to synthesize the given product. Given the product [Br:2][C:3]1[CH:7]=[C:6]([C:8]2([O:12][CH3:13])[CH2:11][N:10]([S:25]([CH:23]([CH3:24])[CH3:22])(=[O:27])=[O:26])[CH2:9]2)[N:5]([CH3:14])[N:4]=1, predict the reactants needed to synthesize it. The reactants are: Cl.[Br:2][C:3]1[CH:7]=[C:6]([C:8]2([O:12][CH3:13])[CH2:11][NH:10][CH2:9]2)[N:5]([CH3:14])[N:4]=1.C(N(CC)CC)C.[CH3:22][CH:23]([S:25](Cl)(=[O:27])=[O:26])[CH3:24].C(=O)([O-])O.[Na+].